The task is: Predict which catalyst facilitates the given reaction.. This data is from Catalyst prediction with 721,799 reactions and 888 catalyst types from USPTO. (1) Reactant: [CH3:1][C:2]1[CH:7]=[C:6]([N+:8]([O-])=O)[CH:5]=[CH:4][C:3]=1[O:11][C:12]1[CH:17]=[CH:16][CH:15]=[CH:14][CH:13]=1. Product: [CH3:1][C:2]1[CH:7]=[C:6]([NH2:8])[CH:5]=[CH:4][C:3]=1[O:11][C:12]1[CH:17]=[CH:16][CH:15]=[CH:14][CH:13]=1. The catalyst class is: 50. (2) Reactant: [C:1]([C:3](=[C:7]([NH:10][C:11]1[CH:16]=[CH:15][C:14]([N:17]2[CH2:22][CH2:21][N:20]([CH:23]([CH3:25])[CH3:24])[CH2:19][CH2:18]2)=[CH:13][CH:12]=1)SC)[C:4]([NH2:6])=[O:5])#[N:2].O.[NH2:27][NH2:28]. Product: [NH2:2][C:1]1[NH:28][N:27]=[C:7]([NH:10][C:11]2[CH:16]=[CH:15][C:14]([N:17]3[CH2:22][CH2:21][N:20]([CH:23]([CH3:25])[CH3:24])[CH2:19][CH2:18]3)=[CH:13][CH:12]=2)[C:3]=1[C:4]([NH2:6])=[O:5]. The catalyst class is: 14.